Task: Predict the product of the given reaction.. Dataset: Forward reaction prediction with 1.9M reactions from USPTO patents (1976-2016) (1) Given the reactants [CH:1]1([C@H:5]([NH:7][C:8]2[N:16]=[C:15]([C:17]([NH:19][NH2:20])=[O:18])[N:14]=[C:13]3[C:9]=2[N:10]([CH2:21][C@H:22]2[CH2:27][CH2:26][C@H:25]([CH3:28])[CH2:24][CH2:23]2)[CH:11]=[N:12]3)[CH3:6])[CH2:4][CH2:3][CH2:2]1.[CH3:29][NH:30][C:31](=O)[O:32]C1C=CC([N+]([O-])=O)=CC=1.CCN(C(C)C)C(C)C, predict the reaction product. The product is: [CH:1]1([C@H:5]([NH:7][C:8]2[N:16]=[C:15]([C:17]([NH:19][NH:20][C:31]([NH:30][CH3:29])=[O:32])=[O:18])[N:14]=[C:13]3[C:9]=2[N:10]([CH2:21][C@H:22]2[CH2:27][CH2:26][C@H:25]([CH3:28])[CH2:24][CH2:23]2)[CH:11]=[N:12]3)[CH3:6])[CH2:4][CH2:3][CH2:2]1. (2) The product is: [Br:33][C:34]1[CH:39]=[CH:38][C:37]([S:40]([O:17][C@H:14]2[C@@H:12]3[C@@H:11]([CH2:10][N:9]([C:7]4[CH:6]=[CH:5][CH:4]=[C:3]([C:2]([F:1])([F:18])[F:19])[N:8]=4)[CH2:13]3)[CH2:16][CH2:15]2)(=[O:42])=[O:41])=[CH:36][CH:35]=1. Given the reactants [F:1][C:2]([F:19])([F:18])[C:3]1[N:8]=[C:7]([N:9]2[CH2:13][C@@H:12]3[C@H:14]([OH:17])[CH2:15][CH2:16][C@@H:11]3[CH2:10]2)[CH:6]=[CH:5][CH:4]=1.C(N(CC)CC)C.CN1C=CN=C1.[Br:33][C:34]1[CH:39]=[CH:38][C:37]([S:40](Cl)(=[O:42])=[O:41])=[CH:36][CH:35]=1, predict the reaction product. (3) Given the reactants C[O:2][C:3]1[CH:4]=[C:5]([Si:9]([C:26]2[CH:31]=[CH:30][CH:29]=[C:28]([O:32]C)[CH:27]=2)([C:18]2[CH:23]=[CH:22][CH:21]=[C:20]([O:24]C)[CH:19]=2)[C:10]2[CH:15]=[CH:14][CH:13]=[C:12]([O:16]C)[CH:11]=2)[CH:6]=[CH:7][CH:8]=1.B(Br)(Br)Br.[OH-].[Na+].[Na+].[Cl-], predict the reaction product. The product is: [OH:16][C:12]1[CH:11]=[C:10]([Si:9]([C:18]2[CH:23]=[CH:22][CH:21]=[C:20]([OH:24])[CH:19]=2)([C:5]2[CH:6]=[CH:7][CH:8]=[C:3]([OH:2])[CH:4]=2)[C:26]2[CH:31]=[CH:30][CH:29]=[C:28]([OH:32])[CH:27]=2)[CH:15]=[CH:14][CH:13]=1. (4) Given the reactants [Br:1][C:2]1[CH:3]=[C:4]2[C:9](=[CH:10][C:11]=1[Cl:12])[N:8]=[C:7]([CH3:13])[N:6]=[C:5]2[N:14]1[CH2:19][CH2:18][N:17]([C:20]([O:22][C:23]([CH3:26])([CH3:25])[CH3:24])=[O:21])[CH:16]([C:27]([OH:29])=O)[CH2:15]1.CC[N:32](CC)CC.ClC(OCC)=O.N.O, predict the reaction product. The product is: [Br:1][C:2]1[CH:3]=[C:4]2[C:9](=[CH:10][C:11]=1[Cl:12])[N:8]=[C:7]([CH3:13])[N:6]=[C:5]2[N:14]1[CH2:19][CH2:18][N:17]([C:20]([O:22][C:23]([CH3:24])([CH3:26])[CH3:25])=[O:21])[CH:16]([C:27](=[O:29])[NH2:32])[CH2:15]1. (5) Given the reactants [NH2:1][NH:2][C:3]([C:5]1[CH:10]=[N:9][CH:8]=[CH:7][N:6]=1)=[NH:4].[OH:11][C:12]1[C:21]2[C:16](=[CH:17][CH:18]=[CH:19][CH:20]=2)[CH:15]=[CH:14][C:13]=1[CH:22]=O, predict the reaction product. The product is: [N:6]1[CH:7]=[CH:8][N:9]=[CH:10][C:5]=1[C:3]1[N:4]=[C:22]([C:13]2[CH:14]=[CH:15][C:16]3[C:21](=[CH:20][CH:19]=[CH:18][CH:17]=3)[C:12]=2[OH:11])[NH:1][N:2]=1. (6) The product is: [F:16][C:17]1[CH:18]=[CH:19][C:20]([N:23]2[CH:27]=[C:26]([C:28]([N:10]3[CH2:9][C@H:8]([CH2:11][CH:12]([CH3:14])[CH3:13])[NH:7][C:6](=[O:15])[C@@H:5]3[CH2:1][CH:2]([CH3:4])[CH3:3])=[O:29])[N:25]=[N:24]2)=[CH:21][CH:22]=1. Given the reactants [CH2:1]([C@@H:5]1[NH:10][CH2:9][C@H:8]([CH2:11][CH:12]([CH3:14])[CH3:13])[NH:7][C:6]1=[O:15])[CH:2]([CH3:4])[CH3:3].[F:16][C:17]1[CH:22]=[CH:21][C:20]([N:23]2[CH:27]=[C:26]([C:28](O)=[O:29])[N:25]=[N:24]2)=[CH:19][CH:18]=1.C([C@@H]1N(C([C@@H]2C[C@H]2C2C=CC=CC=2)=O)C[C@H](CC(C)C)NC1=O)C(C)C, predict the reaction product. (7) Given the reactants C[O:2][C:3]1[CH:4]=[C:5]2[C:10](=[CH:11][CH:12]=1)[CH:9]=[C:8]([O:13][C:14]1[CH:20]=[CH:19][C:17]([NH2:18])=[CH:16][CH:15]=1)[CH:7]=[CH:6]2.C[N:22]([CH:24]=O)C.Br[CH2:27][C:28]([C:30]1[CH:35]=[CH:34][C:33]([O:36][CH2:37][CH2:38][CH2:39][N:40]([CH2:43][CH3:44])[CH2:41][CH3:42])=[CH:32][CH:31]=1)=O, predict the reaction product. The product is: [CH2:4]([C:24]1[N:18]([C:17]2[CH:19]=[CH:20][C:14]([O:13][C:8]3[CH:9]=[C:10]4[C:5](=[CH:6][CH:7]=3)[CH:4]=[C:3]([OH:2])[CH:12]=[CH:11]4)=[CH:15][CH:16]=2)[CH:27]=[C:28]([C:30]2[CH:35]=[CH:34][C:33]([O:36][CH2:37][CH2:38][CH2:39][N:40]([CH2:43][CH3:44])[CH2:41][CH3:42])=[CH:32][CH:31]=2)[N:22]=1)[CH2:3][CH2:12][CH3:11]. (8) The product is: [CH3:1][C@@:2]12[CH:10]([OH:11])[CH2:9][CH2:8][C@H:7]1[C@@H:6]1[CH2:12][C:13]([C:15]3[C@@:21]([CH3:22])([C@H:5]1[CH2:4][CH2:3]2)[CH:20]=[CH:19][C:17](=[O:18])[CH:16]=3)=[CH2:14]. Given the reactants [CH3:1][C@@:2]12[C:10](=[O:11])[CH2:9][CH2:8][C@H:7]1[C@@H:6]1[CH2:12][C:13]([C:15]3[C@@:21]([CH3:22])([C@H:5]1[CH2:4][CH2:3]2)[CH:20]=[CH:19][C:17](=[O:18])[CH:16]=3)=[CH2:14].[BH4-].[Na+], predict the reaction product.